Dataset: Forward reaction prediction with 1.9M reactions from USPTO patents (1976-2016). Task: Predict the product of the given reaction. (1) Given the reactants [C:1]([C:4]1[C:9](/[CH:10]=[CH:11]/[C:12]([O:14]C(C)(C)C)=[O:13])=[C:8]([F:19])[C:7]([Cl:20])=[CH:6][CH:5]=1)(=[O:3])[CH3:2], predict the reaction product. The product is: [C:1]([C:4]1[C:9](/[CH:10]=[CH:11]/[C:12]([OH:14])=[O:13])=[C:8]([F:19])[C:7]([Cl:20])=[CH:6][CH:5]=1)(=[O:3])[CH3:2]. (2) Given the reactants [H-].[Na+].[O:3]1[C:7]2[CH:8]=[CH:9][CH:10]=[CH:11][C:6]=2[N:5]=[C:4]1[S:12][CH2:13][CH2:14][N:15]1[CH2:20][CH2:19][N:18]([CH2:21][C:22]([NH:24][C:25]2[C:30]([CH:31]([CH3:33])[CH3:32])=[CH:29][CH:28]=[C:27]([OH:34])[C:26]=2[CH:35]([CH3:37])[CH3:36])=[O:23])[CH2:17][CH2:16]1.I[CH3:39], predict the reaction product. The product is: [O:3]1[C:7]2[CH:8]=[CH:9][CH:10]=[CH:11][C:6]=2[N:5]=[C:4]1[S:12][CH2:13][CH2:14][N:15]1[CH2:20][CH2:19][N:18]([CH2:21][C:22]([NH:24][C:25]2[C:30]([CH:31]([CH3:32])[CH3:33])=[CH:29][CH:28]=[C:27]([O:34][CH3:39])[C:26]=2[CH:35]([CH3:37])[CH3:36])=[O:23])[CH2:17][CH2:16]1.